Dataset: Forward reaction prediction with 1.9M reactions from USPTO patents (1976-2016). Task: Predict the product of the given reaction. (1) The product is: [CH2:20]([NH:19][C:11]1[CH:10]=[C:9]([NH:8][C:5]2[CH:4]=[CH:3][C:2]([NH:1][CH:37]3[CH2:38][CH2:39][N:34]([C:27]([O:29][C:30]([CH3:33])([CH3:32])[CH3:31])=[O:28])[CH2:35][CH2:36]3)=[CH:7][CH:6]=2)[N:14]=[CH:13][C:12]=1[CH2:15][C:16]([NH2:18])=[O:17])[C:21]1[CH:22]=[CH:23][CH:24]=[CH:25][CH:26]=1. Given the reactants [NH2:1][C:2]1[CH:7]=[CH:6][C:5]([NH:8][C:9]2[N:14]=[CH:13][C:12]([CH2:15][C:16]([NH2:18])=[O:17])=[C:11]([NH:19][CH2:20][C:21]3[CH:26]=[CH:25][CH:24]=[CH:23][CH:22]=3)[CH:10]=2)=[CH:4][CH:3]=1.[C:27]([N:34]1[CH2:39][CH2:38][C:37](=O)[CH2:36][CH2:35]1)([O:29][C:30]([CH3:33])([CH3:32])[CH3:31])=[O:28].C(O[BH-](OC(=O)C)OC(=O)C)(=O)C.[Na+].O, predict the reaction product. (2) Given the reactants [CH2:1]([C:4]1[C:13]2[O:12][CH2:11][C:10](=S)[NH:9][C:8]=2[CH:7]=[CH:6][CH:5]=1)[CH:2]=[CH2:3].Cl.[NH2:16][OH:17].C([O-])(=O)C.[Na+].O, predict the reaction product. The product is: [CH2:1]([C:4]1[C:13]2[O:12][CH2:11]/[C:10](=[N:16]\[OH:17])/[NH:9][C:8]=2[CH:7]=[CH:6][CH:5]=1)[CH:2]=[CH2:3]. (3) Given the reactants C([O:5][N:6]=[C:7]([C:9]1[N:10]=[CH:11][C:12]([NH:15][C:16](=[O:35])[C@@H:17]([C:24]2[CH:29]=[CH:28][C:27]([S:30]([CH3:33])(=[O:32])=[O:31])=[C:26]([Cl:34])[CH:25]=2)[CH2:18][CH:19]2[CH2:23][CH2:22][CH2:21][CH2:20]2)=[N:13][CH:14]=1)[CH3:8])(C)(C)C.FC(F)(F)C(O)=O, predict the reaction product. The product is: [Cl:34][C:26]1[CH:25]=[C:24]([C@@H:17]([CH2:18][CH:19]2[CH2:23][CH2:22][CH2:21][CH2:20]2)[C:16]([NH:15][C:12]2[CH:11]=[N:10][C:9](/[C:7](=[N:6]\[OH:5])/[CH3:8])=[CH:14][N:13]=2)=[O:35])[CH:29]=[CH:28][C:27]=1[S:30]([CH3:33])(=[O:32])=[O:31]. (4) Given the reactants [C:1]([C:3]1[CH:11]=[CH:10][CH:9]=[C:8]2[C:4]=1[CH:5]=[N:6][N:7]2[CH2:12][C:13]([CH3:20])([CH3:19])[C:14]([O:16][CH2:17][CH3:18])=[O:15])#[N:2].Cl.[NH2:22][OH:23].C([O-])(O)=O.[Na+], predict the reaction product. The product is: [OH:23][NH:22][C:1](=[NH:2])[C:3]1[CH:11]=[CH:10][CH:9]=[C:8]2[C:4]=1[CH:5]=[N:6][N:7]2[CH2:12][C:13]([CH3:20])([CH3:19])[C:14]([O:16][CH2:17][CH3:18])=[O:15]. (5) Given the reactants [Br:1][C:2]1[CH:7]=[CH:6][C:5]([C:8]2([NH:16]C(=O)OC(C)(C)C)[CH2:11][C:10]3([O:15][CH2:14][CH2:13][O:12]3)[CH2:9]2)=[CH:4][CH:3]=1.C([O-])(O)=O.[Na+], predict the reaction product. The product is: [Br:1][C:2]1[CH:7]=[CH:6][C:5]([C:8]2([NH2:16])[CH2:11][C:10]3([O:12][CH2:13][CH2:14][O:15]3)[CH2:9]2)=[CH:4][CH:3]=1. (6) Given the reactants [NH2:1][C:2]1[CH:7]=[CH:6][C:5]([C:8]2[O:12][C:11]([CH3:14])([CH3:13])[C:10](=[O:15])[C:9]=2[C:16]2[CH:21]=[CH:20][C:19]([O:22][CH2:23][C:24]3[CH:33]=[CH:32][C:31]4[C:26](=[CH:27][CH:28]=[CH:29][CH:30]=4)[N:25]=3)=[CH:18][CH:17]=2)=[CH:4][CH:3]=1.[CH3:34][C:35](OC(C)=O)=[O:36], predict the reaction product. The product is: [CH3:14][C:11]1([CH3:13])[O:12][C:8]([C:5]2[CH:6]=[CH:7][C:2]([NH:1][C:35](=[O:36])[CH3:34])=[CH:3][CH:4]=2)=[C:9]([C:16]2[CH:21]=[CH:20][C:19]([O:22][CH2:23][C:24]3[CH:33]=[CH:32][C:31]4[C:26](=[CH:27][CH:28]=[CH:29][CH:30]=4)[N:25]=3)=[CH:18][CH:17]=2)[C:10]1=[O:15].